From a dataset of Catalyst prediction with 721,799 reactions and 888 catalyst types from USPTO. Predict which catalyst facilitates the given reaction. Reactant: [Br:1][C:2]1[S:6][C:5]([C:7]([OH:9])=O)=[CH:4][CH:3]=1.[NH2:10][C:11]([CH3:20])([CH3:19])[C:12]([O:14][C:15]([CH3:18])([CH3:17])[CH3:16])=[O:13].CN(C(ON1N=NC2C=CC=CC1=2)=[N+](C)C)C.[B-](F)(F)(F)F. Product: [Br:1][C:2]1[S:6][C:5]([C:7]([NH:10][C:11]([CH3:20])([CH3:19])[C:12]([O:14][C:15]([CH3:18])([CH3:17])[CH3:16])=[O:13])=[O:9])=[CH:4][CH:3]=1. The catalyst class is: 3.